Dataset: Forward reaction prediction with 1.9M reactions from USPTO patents (1976-2016). Task: Predict the product of the given reaction. (1) Given the reactants [OH:1][C:2]([C:37]1[S:38][CH:39]=[CH:40][CH:41]=1)([C:32]1[S:33][CH:34]=[CH:35][CH:36]=1)[C:3]([O:5][C@H:6]1[CH2:11][CH2:10][C@H:9]([N:12]([CH2:14][CH2:15][C:16]([NH:18][C:19]2[CH:24]=[C:23]([O:25][CH3:26])[C:22](/[CH:27]=[CH:28]/[O:29]C)=[CH:21][C:20]=2[Cl:31])=[O:17])[CH3:13])[CH2:8][CH2:7]1)=[O:4].Cl, predict the reaction product. The product is: [OH:1][C:2]([C:32]1[S:33][CH:34]=[CH:35][CH:36]=1)([C:37]1[S:38][CH:39]=[CH:40][CH:41]=1)[C:3]([O:5][C@H:6]1[CH2:7][CH2:8][C@H:9]([N:12]([CH2:14][CH2:15][C:16]([NH:18][C:19]2[CH:24]=[C:23]([O:25][CH3:26])[C:22]([CH2:27][CH:28]=[O:29])=[CH:21][C:20]=2[Cl:31])=[O:17])[CH3:13])[CH2:10][CH2:11]1)=[O:4]. (2) Given the reactants CCN=C=NCCCN(C)C.Cl.[NH:13]([C:28]([O:30][C:31]([CH3:34])([CH3:33])[CH3:32])=[O:29])[C@H:14]([C:25]([OH:27])=O)[CH2:15][C:16]1[C:24]2[C:19](=[CH:20][CH:21]=[CH:22][CH:23]=2)[NH:18][CH:17]=1.[NH2:35][C:36]1[CH:41]=[CH:40][CH:39]=[CH:38][CH:37]=1, predict the reaction product. The product is: [NH:13]([C:28]([O:30][C:31]([CH3:34])([CH3:33])[CH3:32])=[O:29])[C@H:14]([C:25]([NH:35][C:36]1[CH:41]=[CH:40][CH:39]=[CH:38][CH:37]=1)=[O:27])[CH2:15][C:16]1[C:24]2[C:19](=[CH:20][CH:21]=[CH:22][CH:23]=2)[NH:18][CH:17]=1. (3) The product is: [C:14]([NH:13][CH:12]([C:3]1[C:2]([Cl:1])=[CH:7][C:6]([C:8]([F:11])([F:9])[F:10])=[CH:5][N:4]=1)[CH2:17][NH:18][C:19](=[O:25])[O:20][C:21]([CH3:24])([CH3:23])[CH3:22])(=[O:16])[CH3:15]. Given the reactants [Cl:1][C:2]1[C:3]([CH:12]([C:17]#[N:18])[NH:13][C:14](=[O:16])[CH3:15])=[N:4][CH:5]=[C:6]([C:8]([F:11])([F:10])[F:9])[CH:7]=1.[C:19](=O)([O:25]C(C)(C)C)[O:20][C:21]([CH3:24])([CH3:23])[CH3:22].[BH4-].[Na+].C(OCC)(=O)C, predict the reaction product. (4) Given the reactants [CH3:1][C:2]1[CH:10]=[CH:9][C:5]([C:6]([OH:8])=O)=[C:4]([N:11]2[CH2:16][CH2:15][CH:14]([CH3:17])[CH2:13][CH2:12]2)[CH:3]=1.O.O[N:20]1[C:24]2[CH:25]=[CH:26][CH:27]=[CH:28][C:23]=2N=N1.CN(C)CC[CH2:33][N:34]=[C:35]=[N:36][CH2:37][CH3:38].C(O[CH2:44][CH3:45])(=O)C.C[N:47](C)C=O, predict the reaction product. The product is: [CH3:1][C:2]1[CH:10]=[CH:9][C:5]([C:6]([NH:47][C:38]2[CH:37]=[N:36][C:35]([NH:34][CH2:33][CH2:23][C:28]3[CH:27]=[CH:26][CH:25]=[CH:24][N:20]=3)=[CH:44][CH:45]=2)=[O:8])=[C:4]([N:11]2[CH2:16][CH2:15][CH:14]([CH3:17])[CH2:13][CH2:12]2)[CH:3]=1. (5) Given the reactants Cl[C:2]1[N:7]=[C:6]([N:8]([CH:18]2[CH2:20][CH2:19]2)[CH2:9][C:10]2[CH:15]=[CH:14][C:13]([O:16][CH3:17])=[CH:12][CH:11]=2)[C:5]2=[N:21][CH:22]=[C:23]([C:24]#[N:25])[N:4]2[N:3]=1.[NH2:26][C:27]1[C:28]([Cl:39])=[CH:29][C:30]([CH2:35][CH2:36][CH:37]=[O:38])=[C:31]([CH:34]=1)[C:32]#[N:33].CC1(C)C2C(=C(P(C3C=CC=CC=3)C3C=CC=CC=3)C=CC=2)OC2C(P(C3C=CC=CC=3)C3C=CC=CC=3)=CC=CC1=2.C(=O)([O-])[O-].[Cs+].[Cs+], predict the reaction product. The product is: [Cl:39][C:28]1[CH:29]=[C:30]([CH2:35][CH2:36][CH:37]=[O:38])[C:31]([C:32]#[N:33])=[CH:34][C:27]=1[NH:26][C:2]1[N:7]=[C:6]([N:8]([CH:18]2[CH2:20][CH2:19]2)[CH2:9][C:10]2[CH:15]=[CH:14][C:13]([O:16][CH3:17])=[CH:12][CH:11]=2)[C:5]2=[N:21][CH:22]=[C:23]([C:24]#[N:25])[N:4]2[N:3]=1. (6) The product is: [CH3:1][O:2][C:3]1[CH:4]=[C:5]([CH:8]=[CH:9][CH:10]=1)[CH2:6][NH:11][C:12]1[N:13]=[CH:14][CH:15]=[CH:16][C:17]=1[C:18]([O:20][CH2:21][CH3:22])=[O:19]. Given the reactants [CH3:1][O:2][C:3]1[CH:4]=[C:5]([CH:8]=[CH:9][CH:10]=1)[CH:6]=O.[NH2:11][C:12]1[C:17]([C:18]([O:20][CH2:21][CH3:22])=[O:19])=[CH:16][CH:15]=[CH:14][N:13]=1.C(O)(=O)C.C(O[BH-](OC(=O)C)OC(=O)C)(=O)C.[Na+], predict the reaction product. (7) Given the reactants [OH-].[Li+].C[O:4][C:5](=[O:23])[C:6]1[CH:11]=[C:10]([S:12](=[O:17])(=[O:16])[N:13]([CH3:15])[CH3:14])[N:9]=[C:8]([NH:18][C@H:19]([CH2:21][CH3:22])[CH3:20])[CH:7]=1, predict the reaction product. The product is: [C@@H:19]([NH:18][C:8]1[CH:7]=[C:6]([CH:11]=[C:10]([S:12](=[O:17])(=[O:16])[N:13]([CH3:14])[CH3:15])[N:9]=1)[C:5]([OH:23])=[O:4])([CH2:21][CH3:22])[CH3:20].